From a dataset of Full USPTO retrosynthesis dataset with 1.9M reactions from patents (1976-2016). Predict the reactants needed to synthesize the given product. (1) Given the product [CH2:14]([O:16][C:17](=[O:29])[CH2:18][CH:19]1[CH2:24][CH2:23][C:22]2([O:25][O:26][C:1]3([CH2:6][CH2:5][CH2:4][CH2:3][CH2:2]3)[O:28][O:27]2)[CH2:21][CH2:20]1)[CH3:15], predict the reactants needed to synthesize it. The reactants are: [C:1]1(=O)[CH2:6][CH2:5][CH2:4][CH2:3][CH2:2]1.[H+].[B-](F)(F)(F)F.[CH2:14]([O:16][C:17](=[O:29])[CH2:18][CH:19]1[CH2:24][CH2:23][C:22]([O:27][OH:28])([O:25][OH:26])[CH2:21][CH2:20]1)[CH3:15]. (2) The reactants are: [NH2:1][C:2]1[CH:7]=[N:6][C:5]([Br:8])=[CH:4][N:3]=1.[C:9](I)([F:12])([F:11])[F:10].OO. Given the product [Br:8][C:5]1[N:6]=[C:7]([C:9]([F:12])([F:11])[F:10])[C:2]([NH2:1])=[N:3][CH:4]=1, predict the reactants needed to synthesize it. (3) Given the product [CH2:1]([O:3][C:4](=[O:28])[C:5]1[CH:10]=[C:9]([Br:11])[CH:8]=[C:7]([CH2:12][Br:29])[C:6]=1[N:13]([C:21]([O:23][C:24]([CH3:27])([CH3:26])[CH3:25])=[O:22])[C:14]([O:16][C:17]([CH3:20])([CH3:19])[CH3:18])=[O:15])[CH3:2], predict the reactants needed to synthesize it. The reactants are: [CH2:1]([O:3][C:4](=[O:28])[C:5]1[CH:10]=[C:9]([Br:11])[CH:8]=[C:7]([CH3:12])[C:6]=1[N:13]([C:21]([O:23][C:24]([CH3:27])([CH3:26])[CH3:25])=[O:22])[C:14]([O:16][C:17]([CH3:20])([CH3:19])[CH3:18])=[O:15])[CH3:2].[Br:29]CC1C=C(C=CC=1S(CC)(=O)=O)C#N.